This data is from Full USPTO retrosynthesis dataset with 1.9M reactions from patents (1976-2016). The task is: Predict the reactants needed to synthesize the given product. (1) Given the product [C:35]([O:34][C:33]([N:32]([C:28]1[CH:27]=[C:26]([CH3:47])[C:25]([CH2:24][NH:23][C:2]2[C:7]3=[CH:8][N:9]([CH2:11][C:12]4[CH:13]=[CH:14][C:15]5[N:16]([CH:18]=[C:19]([CH3:21])[N:20]=5)[CH:17]=4)[N:10]=[C:6]3[CH:5]=[C:4]([Cl:22])[N:3]=2)=[C:30]([CH3:31])[N:29]=1)[C:40](=[O:41])[O:42][C:43]([CH3:46])([CH3:45])[CH3:44])=[O:39])([CH3:36])([CH3:37])[CH3:38], predict the reactants needed to synthesize it. The reactants are: Cl[C:2]1[C:7]2=[CH:8][N:9]([CH2:11][C:12]3[CH:13]=[CH:14][C:15]4[N:16]([CH:18]=[C:19]([CH3:21])[N:20]=4)[CH:17]=3)[N:10]=[C:6]2[CH:5]=[C:4]([Cl:22])[N:3]=1.[NH2:23][CH2:24][C:25]1[C:26]([CH3:47])=[CH:27][C:28]([N:32]([C:40]([O:42][C:43]([CH3:46])([CH3:45])[CH3:44])=[O:41])[C:33](=[O:39])[O:34][C:35]([CH3:38])([CH3:37])[CH3:36])=[N:29][C:30]=1[CH3:31].C1(P(C2CCCCC2)C2C=CC=CC=2C2C(C(C)C)=CC(C(C)C)=CC=2C(C)C)CCCCC1.CC([O-])(C)C.[Na+]. (2) Given the product [CH3:19][N:18]1[C:20]2[CH:9]=[CH:10][CH:11]=[CH:6][C:7]=2[N:3]([CH3:15])[S:4]1(=[O:13])=[O:12], predict the reactants needed to synthesize it. The reactants are: [H-].[Na+].[NH:3]1[C:7]2C=[CH:9][CH:10]=[CH:11][C:6]=2N[S:4]1(=[O:13])=[O:12].I[CH3:15].O.C[N:18]([CH:20]=O)[CH3:19]. (3) Given the product [Br:8][C:9]1[CH:18]=[C:17]2[C:12]([CH:13]=[CH:14][C:15]([C@H:19]([NH:21][C:22]([C:24]3([CH3:35])[CH2:29][CH2:28][CH2:27][N:26]([C:30](=[O:34])[C@@H:31]([NH:33][C:38](=[O:39])[C@@H:37]([OH:36])[CH:41]([CH3:43])[CH3:42])[CH3:32])[NH:25]3)=[O:23])[CH3:20])=[N:16]2)=[CH:11][CH:10]=1, predict the reactants needed to synthesize it. The reactants are: FC(F)(F)C(O)=O.[Br:8][C:9]1[CH:18]=[C:17]2[C:12]([CH:13]=[CH:14][C:15]([C@H:19]([NH:21][C:22]([C:24]3([CH3:35])[CH2:29][CH2:28][CH2:27][N:26]([C:30](=[O:34])[C@@H:31]([NH2:33])[CH3:32])[NH:25]3)=[O:23])[CH3:20])=[N:16]2)=[CH:11][CH:10]=1.[OH:36][C@@H:37]([CH:41]([CH3:43])[CH3:42])[C:38](O)=[O:39].C(N(CC)C(C)C)(C)C.F[P-](F)(F)(F)(F)F.N1(O[P+](N(C)C)(N(C)C)N(C)C)C2C=CC=CC=2N=N1. (4) Given the product [C:39]([N:49]([CH3:63])[C@H:50]([C:60]([NH:1][CH:2]([CH3:21])[CH:3]([NH:13][C:14]([O:16][C:17]([CH3:20])([CH3:19])[CH3:18])=[O:15])[CH2:4][O:5][Si:6]([C:9]([CH3:12])([CH3:11])[CH3:10])([CH3:8])[CH3:7])=[O:61])[CH2:51][C:52]1[CH:57]=[CH:56][C:55]([O:58][CH3:59])=[CH:54][CH:53]=1)([O:41][CH2:42][C:43]1[CH:44]=[CH:45][CH:46]=[CH:47][CH:48]=1)=[O:40], predict the reactants needed to synthesize it. The reactants are: [NH2:1][CH:2]([CH3:21])[CH:3]([NH:13][C:14]([O:16][C:17]([CH3:20])([CH3:19])[CH3:18])=[O:15])[CH2:4][O:5][Si:6]([C:9]([CH3:12])([CH3:11])[CH3:10])([CH3:8])[CH3:7].CN1CCOCC1.C1C=CC2N(O)N=NC=2C=1.[C:39]([N:49]([CH3:63])[C@H:50]([C:60](O)=[O:61])[CH2:51][C:52]1[CH:57]=[CH:56][C:55]([O:58][CH3:59])=[CH:54][CH:53]=1)([O:41][CH2:42][C:43]1[CH:48]=[CH:47][CH:46]=[CH:45][CH:44]=1)=[O:40].C1CCC(N=C=NC2CCCCC2)CC1. (5) Given the product [C:1]1([S:7]([N:10]2[CH2:12][CH:11]([C:13]([N:15]3[CH2:20][CH2:19][N:18]([C:21]4[CH:26]=[C:25]([CH3:27])[CH:24]=[CH:23][C:22]=4[CH3:28])[CH2:17][CH2:16]3)=[O:14])[N:35]([CH2:31][CH2:32][CH2:33][CH3:34])[C:36]2=[O:37])(=[O:8])=[O:9])[CH:6]=[CH:5][CH:4]=[CH:3][CH:2]=1, predict the reactants needed to synthesize it. The reactants are: [C:1]1([S:7]([N:10]2[CH2:12][CH:11]2[C:13]([N:15]2[CH2:20][CH2:19][N:18]([C:21]3[CH:26]=[C:25]([CH3:27])[CH:24]=[CH:23][C:22]=3[CH3:28])[CH2:17][CH2:16]2)=[O:14])(=[O:9])=[O:8])[CH:6]=[CH:5][CH:4]=[CH:3][CH:2]=1.[I-].[Na+].[CH2:31]([N:35]=[C:36]=[O:37])[CH2:32][CH2:33][CH3:34].